This data is from Aqueous solubility values for 9,982 compounds from the AqSolDB database. The task is: Regression/Classification. Given a drug SMILES string, predict its absorption, distribution, metabolism, or excretion properties. Task type varies by dataset: regression for continuous measurements (e.g., permeability, clearance, half-life) or binary classification for categorical outcomes (e.g., BBB penetration, CYP inhibition). For this dataset (solubility_aqsoldb), we predict Y. (1) The drug is Cc1cccc(I)c1O. The Y is -1.84 log mol/L. (2) The drug is Cc1cc(C)c(S(=O)(=O)N=c2sc(S(N)(=O)=O)nn2C)c(C)c1. The Y is -3.00 log mol/L. (3) The compound is O=C(O)C(Br)=C(Br)I. The Y is -1.02 log mol/L.